This data is from B-cell epitopes from IEDB database with 3,159 antigens for binding position prediction. The task is: Token-level Classification. Given an antigen amino acid sequence, predict which amino acid positions are active epitope sites capable of antibody binding. Output is a list of indices for active positions. (1) Given the antigen sequence: MNAVLSVQGASAPVKKKSFFSKFTRLNMLRLARAVIPAAVLMMFFPQLAMAAQGQDLMASGNTTVKATFGKDSSVVKWVVLAEVLVGAVMYMMTKNVKFLAGFAIISVFIAVVMAVVGL, which amino acid positions are active epitope sites? The epitope positions are: [51, 52, 53, 54, 55, 56]. The amino acids at these positions are: AQGQDL. (2) The epitope positions are: [119, 120, 121, 122, 123, 124, 125, 126, 127, 128, 129, 130]. The amino acids at these positions are: TDVVFNSKGIGN. Given the antigen sequence: MDDETKKLKNKNKETKEGDDVVAAESSFGSLNLHIDPTLIAMNDVRQLGTQQNAALNRDLFLTLKGKYPNLSDKDKDFHIAMMLYRLAVKSSSLQSDDDTTGVTYTREGVEVELSDKLWTDVVFNSKGIGNRTNALRVWGRSNDALYLAFCRQNRNLSYGGRPLDAGIPAGYHYLCADFLTGAGLTDLECAVYIQAKEQLLKKRGADEVVVTNVRQLGKFNTR, which amino acid positions are active epitope sites? (3) Given the antigen sequence: MAQRQPEKTAAGGCCFNSLYNKYSGITMMRKKYMPRALGPLLLVVLSPAVAQQNDDNEIIVSASRSNRTVAEMAQTTWVIENAELEQQIQGGKELKDALAQLIPGLDVSSQSRTNYGMNMRGRPLVVLIDGVRLNSSRSDSRQLDSVDPFNIDHIEVISGATALYGGGSTGGLINIVTKKGQPETMMEFEAGTKSGFNSSKDHDERIAGAVSGGNDHISGRLSVAYQKFGGWFDGNGDATLLDNTQTGLQHSNRLDIMGTGTLNIDESRQLQLITQYYKSQGDDNYGLNLGKGFSAISGSSTPYVSKGLNSDRIPGTERHLISLQYSDSDFLRQELVGQVYYRDESLRFYPFPTVNANKQATAFSSSQQDTDQYGMKLTLNSQLMDGWQITWGLDAEHERFTSNQMFFDLAQASASGGLNNHKIYTTGRYPSYDITNLAAFLQSSYDINDIFTVSGGVRYQYTENRVDDFIDYTQQQKIAAGKAISADAIPGGSVDYDNF..., which amino acid positions are active epitope sites? The epitope positions are: [464, 465, 466, 467, 468, 469, 470, 471, 472, 473, 474, 475, 476, 477, 478, 479, 480, 481, 482, 483... (35 total positions)]. The amino acids at these positions are: NRVDDFIDYTQQQKIAAGKAISADAIPGGS.... (4) Given the antigen sequence: MPREDAHFIYGYPKKGHGHSYTTAEEAAGIGILTVILGVLLLIGCWYCRRRNGYRALMDKSLHVGTQCALTRRCPQEGFDHRDSKVSLQEKNCEPVVPNAPPAYEKLSAEQSPPPYSP, which amino acid positions are active epitope sites? The epitope positions are: [25, 26, 27, 28, 29, 30, 31, 32, 33, 34]. The amino acids at these positions are: EAAGIGILTV. (5) Given the antigen sequence: MGITGILQLPRDRFKRTSFFLWVIILFQRTFSIPLGVIHNSTLQVSDVDKLVCRDKLSSTNQLRSVGLNLEGNGVATDVPSATKRWGFRSGVPPKVVNYEAGEWAENCYNLEIKKPDGSECLPAAPDGIRGFPRCRYVHKVSGTGPCAGDFAFHKEGAFFLYDRLASTVIYRGTTFAEGVVAFLILPQAKKDFFSSHPLREPVNATEDPSSGYYSTTIRYQATGFGTNETEYLFEVDNLTYVQLESRFTPQFLLQLNETIYASGKRSNTTGKLIWKVNPEIDTTIGEWAFWETKKPH, which amino acid positions are active epitope sites? The epitope positions are: [276, 277, 278, 279, 280, 281, 282, 283, 284, 285, 286, 287, 288, 289, 290]. The amino acids at these positions are: VNPEIDTTIGEWAFW.